Dataset: Peptide-MHC class II binding affinity with 134,281 pairs from IEDB. Task: Regression. Given a peptide amino acid sequence and an MHC pseudo amino acid sequence, predict their binding affinity value. This is MHC class II binding data. (1) The peptide sequence is ARTDLLAFTRLPQAD. The MHC is DRB1_0701 with pseudo-sequence DRB1_0701. The binding affinity (normalized) is 0.196. (2) The peptide sequence is PLYKLVHVFINTQYA. The MHC is DRB1_1201 with pseudo-sequence DRB1_1201. The binding affinity (normalized) is 0.589. (3) The peptide sequence is MKGVERLAVMGDTAW. The MHC is HLA-DQA10501-DQB10302 with pseudo-sequence HLA-DQA10501-DQB10302. The binding affinity (normalized) is 0.300. (4) The peptide sequence is FDHDILPDKFYEEFC. The MHC is DRB1_0404 with pseudo-sequence DRB1_0404. The binding affinity (normalized) is 0.204. (5) The peptide sequence is KNYEHIAAYHFDLSG. The MHC is HLA-DQA10501-DQB10301 with pseudo-sequence HLA-DQA10501-DQB10301. The binding affinity (normalized) is 0.341. (6) The peptide sequence is RFFLPIFSEFVLLAT. The MHC is DRB3_0101 with pseudo-sequence DRB3_0101. The binding affinity (normalized) is 0.233. (7) The peptide sequence is EDPLFQLVSKLYEVV. The MHC is HLA-DQA10102-DQB10602 with pseudo-sequence HLA-DQA10102-DQB10602. The binding affinity (normalized) is 0.465. (8) The peptide sequence is EKKYFAAYQFEPLAA. The MHC is HLA-DPA10201-DPB11401 with pseudo-sequence HLA-DPA10201-DPB11401. The binding affinity (normalized) is 0.471. (9) The peptide sequence is VQLIRMAEAEMVIHH. The MHC is HLA-DQA10201-DQB10301 with pseudo-sequence HLA-DQA10201-DQB10301. The binding affinity (normalized) is 0.581.